From a dataset of Reaction yield outcomes from USPTO patents with 853,638 reactions. Predict the reaction yield, written as a fraction of the theoretical maximum amount of product (1.0 means a 100% yield; for example, 0.34 means a 34% yield). (1) The reactants are [Cl:1][C:2]1[CH:31]=[CH:30][C:5]([C:6]([NH:8][C:9]2[CH:14]=[CH:13][C:12]([C@@H:15]([NH:17][C:18]3[C:27]4[C:22](=[CH:23][C:24]([CH3:28])=[CH:25][CH:26]=4)[N:21]=[C:20](Cl)[N:19]=3)[CH3:16])=[CH:11][CH:10]=2)=[O:7])=[CH:4][N:3]=1.[ClH:32].[CH3:33][NH:34][CH3:35]. The catalyst is CN(C=O)C. The product is [ClH:1].[ClH:32].[Cl:1][C:2]1[CH:31]=[CH:30][C:5]([C:6]([NH:8][C:9]2[CH:10]=[CH:11][C:12]([C@@H:15]([NH:17][C:18]3[C:27]4[C:22](=[CH:23][C:24]([CH3:28])=[CH:25][CH:26]=4)[N:21]=[C:20]([N:34]([CH3:35])[CH3:33])[N:19]=3)[CH3:16])=[CH:13][CH:14]=2)=[O:7])=[CH:4][N:3]=1. The yield is 0.540. (2) The reactants are CC[C@@H]1[C@@H]2C[C@H]([C@@H](OC3C4C(=CC=CC=4)C(O[C@@H]([C:47]4[CH:56]=[CH:55][N:54]=[C:53]5[C:48]=4[CH:49]=[C:50]([O:57]C)C=C5)[C@@H]4N5C[C@H](CC)[C@@H](CC5)C4)=NN=3)[C:47]3[CH:56]=[CH:55][N:54]=[C:53]4[C:48]=3[CH:49]=[C:50]([O:57]C)C=C4)N(CC2)C1.[F:59][CH:60]([F:69])C1C=CC(C=C)=CN=1.[O-:70]S([O-])=O.[Na+].[Na+]. The catalyst is C(O)(C)(C)C.O. The product is [F:59][CH:60]([F:69])[C:55]1[N:54]=[CH:53][C:48]([C@@H:49]([OH:70])[CH2:50][OH:57])=[CH:47][CH:56]=1. The yield is 0.870. (3) The yield is 0.881. The product is [NH2:6][C:5]1[NH:17][N:16]=[C:3]([NH:9][C:10]2[CH:15]=[CH:14][CH:13]=[CH:12][CH:11]=2)[C:4]=1[C:7]#[N:8]. The reactants are CS[C:3]([NH:9][C:10]1[CH:15]=[CH:14][CH:13]=[CH:12][CH:11]=1)=[C:4]([C:7]#[N:8])[C:5]#[N:6].[NH2:16][NH2:17]. The catalyst is CCO. (4) The reactants are [BH4-].[Li+].C([O:5][C:6](=O)[C:7]([C:22]1[CH:27]=[CH:26][C:25]([NH:28][C:29](=[O:40])[C:30]2[CH:35]=[CH:34][C:33]([O:36][CH3:37])=[C:32]([O:38][CH3:39])[CH:31]=2)=[CH:24][CH:23]=1)([CH3:21])[CH2:8][NH:9][C:10]([C:12]1[N:16]2[CH:17]=[CH:18][CH:19]=[CH:20][C:15]2=[N:14][CH:13]=1)=[O:11])C. The catalyst is C1COCC1. The product is [CH3:39][O:38][C:32]1[CH:31]=[C:30]([CH:35]=[CH:34][C:33]=1[O:36][CH3:37])[C:29]([NH:28][C:25]1[CH:24]=[CH:23][C:22]([C:7]([CH3:21])([CH2:6][OH:5])[CH2:8][NH:9][C:10]([C:12]2[N:16]3[CH:17]=[CH:18][CH:19]=[CH:20][C:15]3=[N:14][CH:13]=2)=[O:11])=[CH:27][CH:26]=1)=[O:40]. The yield is 0.190.